Predict the reaction yield, written as a fraction of the theoretical maximum amount of product (1.0 means a 100% yield; for example, 0.34 means a 34% yield). From a dataset of Reaction yield outcomes from USPTO patents with 853,638 reactions. The reactants are Cl.[NH2:2][CH2:3][CH2:4][O:5][C:6]1[CH:11]=[CH:10][C:9]([NH:12][C:13](=[O:22])[C:14]2[CH:19]=[CH:18][CH:17]=[C:16]([O:20][CH3:21])[CH:15]=2)=[CH:8][C:7]=1[C:23]1[N:27]([CH3:28])[N:26]=[CH:25][CH:24]=1.C(N(CC)CC)C.[C:36](Cl)(=[O:38])[CH3:37]. The catalyst is ClCCl. The product is [C:36]([NH:2][CH2:3][CH2:4][O:5][C:6]1[CH:11]=[CH:10][C:9]([NH:12][C:13](=[O:22])[C:14]2[CH:19]=[CH:18][CH:17]=[C:16]([O:20][CH3:21])[CH:15]=2)=[CH:8][C:7]=1[C:23]1[N:27]([CH3:28])[N:26]=[CH:25][CH:24]=1)(=[O:38])[CH3:37]. The yield is 0.543.